From a dataset of Full USPTO retrosynthesis dataset with 1.9M reactions from patents (1976-2016). Predict the reactants needed to synthesize the given product. (1) Given the product [C:21]1([N:31]2[C:5]([C:7]3[C:12](=[O:13])[CH:11]=[CH:10][N:9]([C:14]4[CH:19]=[CH:18][CH:17]=[CH:16][CH:15]=4)[N:8]=3)=[CH:4][CH:3]=[N:2]2)[C:30]2[C:25](=[CH:26][CH:27]=[CH:28][CH:29]=2)[CH:24]=[CH:23][CH:22]=1, predict the reactants needed to synthesize it. The reactants are: C[N:2](C)/[CH:3]=[CH:4]/[C:5]([C:7]1[C:12](=[O:13])[CH:11]=[CH:10][N:9]([C:14]2[CH:19]=[CH:18][CH:17]=[CH:16][CH:15]=2)[N:8]=1)=O.[C:21]1([NH:31]N)[C:30]2[C:25](=[CH:26][CH:27]=[CH:28][CH:29]=2)[CH:24]=[CH:23][CH:22]=1. (2) Given the product [Si:35]([O:34][CH2:33][C@@H:19]1[C@@H:20]([O:22][Si:23]([CH:24]([CH3:26])[CH3:25])([CH:30]([CH3:31])[CH3:32])[CH:27]([CH3:29])[CH3:28])[CH2:21][C@H:17]([NH:16][C:11]2[C:10]([C:8]([C:5]3[S:6][CH:7]=[C:3]([CH2:2][N:55]4[CH2:56][CH2:57][C:53]([F:58])([F:52])[CH2:54]4)[CH:4]=3)=[O:9])=[CH:15][N:14]=[CH:13][N:12]=2)[CH2:18]1)([C:38]([CH3:41])([CH3:39])[CH3:40])([CH3:37])[CH3:36], predict the reactants needed to synthesize it. The reactants are: Br[CH2:2][C:3]1[CH:4]=[C:5]([C:8]([C:10]2[C:11]([NH:16][C@H:17]3[CH2:21][C@H:20]([O:22][Si:23]([CH:30]([CH3:32])[CH3:31])([CH:27]([CH3:29])[CH3:28])[CH:24]([CH3:26])[CH3:25])[C@@H:19]([CH2:33][O:34][Si:35]([C:38]([CH3:41])([CH3:40])[CH3:39])([CH3:37])[CH3:36])[CH2:18]3)=[N:12][CH:13]=[N:14][CH:15]=2)=[O:9])[S:6][CH:7]=1.C(N(CC)C(C)C)(C)C.Cl.[F:52][C:53]1([F:58])[CH2:57][CH2:56][NH:55][CH2:54]1.